From a dataset of Full USPTO retrosynthesis dataset with 1.9M reactions from patents (1976-2016). Predict the reactants needed to synthesize the given product. (1) Given the product [O:16]1[C:17]2[CH:2]=[CH:3][C:4]([NH:5][C:6]([C:7]3[CH:13]=[CH:12][NH:11][N:8]=3)=[O:14])=[CH:9][C:23]=2[O:24][CH2:15]1, predict the reactants needed to synthesize it. The reactants are: N1[N:5]2[C:6](=[O:14])[C:7]3[N:8]([N:11]=[CH:12][CH:13]=3)[C:9](=O)[C:4]2=[CH:3][CH:2]=1.[CH2:15]1[O:24][C:23]2C=CC(N)=C[C:17]=2[O:16]1. (2) Given the product [Cl:1][C:2]1[C:3]2[CH2:17][CH2:16][NH:15][CH2:14][CH2:13][C:4]=2[CH:5]=[C:6]2[C:11]=1[NH:10][C:9](=[O:12])[CH2:8][CH2:7]2, predict the reactants needed to synthesize it. The reactants are: [Cl:1][C:2]1[C:3]2[CH2:17][CH2:16][N:15](C(OCC)=O)[CH2:14][CH2:13][C:4]=2[CH:5]=[C:6]2[C:11]=1[NH:10][C:9](=[O:12])[CH2:8][CH2:7]2.[OH-].[K+].Cl.[OH-].[Na+]. (3) Given the product [CH:1]([N:4]([CH:5]([CH3:7])[CH3:6])[C:16](=[O:18])[CH2:15][CH:14]([C:19]1[CH:24]=[CH:23][CH:22]=[CH:21][CH:20]=1)[C:13]1[CH:25]=[C:9]([CH3:8])[CH:10]=[CH:11][C:12]=1[OH:17])([CH3:3])[CH3:2], predict the reactants needed to synthesize it. The reactants are: [CH:1]([NH:4][CH:5]([CH3:7])[CH3:6])([CH3:3])[CH3:2].[CH3:8][C:9]1[CH:10]=[CH:11][C:12]2[O:17][C:16](=[O:18])[CH2:15][CH:14]([C:19]3[CH:24]=[CH:23][CH:22]=[CH:21][CH:20]=3)[C:13]=2[CH:25]=1. (4) Given the product [C:1]([C:5]1[CH:10]=[CH:9][C:8]([S:11]([NH:31][C:30]2[N:26]([C:21]3[C:20]4[C:25](=[C:16]([F:15])[CH:17]=[CH:18][CH:19]=4)[N:24]=[CH:23][CH:22]=3)[N:27]=[C:28]([CH3:32])[CH:29]=2)(=[O:13])=[O:12])=[CH:7][CH:6]=1)([CH3:4])([CH3:3])[CH3:2], predict the reactants needed to synthesize it. The reactants are: [C:1]([C:5]1[CH:10]=[CH:9][C:8]([S:11](Cl)(=[O:13])=[O:12])=[CH:7][CH:6]=1)([CH3:4])([CH3:3])[CH3:2].[F:15][C:16]1[CH:17]=[CH:18][CH:19]=[C:20]2[C:25]=1[N:24]=[CH:23][CH:22]=[C:21]2[N:26]1[C:30]([NH2:31])=[CH:29][C:28]([CH3:32])=[N:27]1.ClCCl. (5) Given the product [F:1][C:2]1[CH:7]=[C:6]([O:8][CH:9]([CH3:11])[CH3:10])[CH:5]=[C:4]2[C:3]=1[NH:18][C:13](=[O:14])[CH2:12]2, predict the reactants needed to synthesize it. The reactants are: [F:1][C:2]1[C:3]([N+:18]([O-])=O)=[C:4]([CH2:12][C:13](OCC)=[O:14])[CH:5]=[C:6]([O:8][CH:9]([CH3:11])[CH3:10])[CH:7]=1. (6) The reactants are: [Cl:1][C:2]1[CH:7]=[C:6](Cl)[N:5]=[C:4]([C:9]2[CH:14]=[CH:13][CH:12]=[CH:11][CH:10]=2)[N:3]=1.[NH3:15].O. Given the product [Cl:1][C:2]1[N:3]=[C:4]([C:9]2[CH:14]=[CH:13][CH:12]=[CH:11][CH:10]=2)[N:5]=[C:6]([NH2:15])[CH:7]=1, predict the reactants needed to synthesize it.